From a dataset of Forward reaction prediction with 1.9M reactions from USPTO patents (1976-2016). Predict the product of the given reaction. (1) Given the reactants [CH2:1]([N:5]([CH2:33][CH2:34][CH2:35][CH3:36])C1N=C(C2C=CC(C(O)=O)=CC=2C(N2CCC3C(=CC=CC=3)C2)=O)C=CN=1)[CH2:2][CH2:3][CH3:4].Cl[C:38]1[N:43]=[C:42]([C:44]2[CH:53]=[CH:52][C:47]([C:48]([O:50]C)=[O:49])=[CH:46][C:45]=2[C:54]([O:56][C:57]([CH3:60])([CH3:59])[CH3:58])=[O:55])[CH:41]=[CH:40][N:39]=1, predict the reaction product. The product is: [C:57]([O:56][C:54]([C:45]1[CH:46]=[C:47]([CH:52]=[CH:53][C:44]=1[C:42]1[CH:41]=[CH:40][N:39]=[C:38]([N:5]([CH2:33][CH2:34][CH2:35][CH3:36])[CH2:1][CH2:2][CH2:3][CH3:4])[N:43]=1)[C:48]([OH:50])=[O:49])=[O:55])([CH3:58])([CH3:59])[CH3:60]. (2) Given the reactants [F:1][C:2]1[CH:10]=[C:9]2[C:5]([C:6]([C:20]3[CH:21]=[N:22][N:23]([CH2:25][CH:26]4[CH2:31][CH2:30][N:29](C(OC(C)(C)C)=O)[CH2:28][CH2:27]4)[CH:24]=3)=[CH:7][N:8]2[S:11]([C:14]2[CH:19]=[CH:18][CH:17]=[CH:16][CH:15]=2)(=[O:13])=[O:12])=[CH:4][CH:3]=1.Cl, predict the reaction product. The product is: [F:1][C:2]1[CH:10]=[C:9]2[C:5]([C:6]([C:20]3[CH:21]=[N:22][N:23]([CH2:25][CH:26]4[CH2:31][CH2:30][NH:29][CH2:28][CH2:27]4)[CH:24]=3)=[CH:7][N:8]2[S:11]([C:14]2[CH:15]=[CH:16][CH:17]=[CH:18][CH:19]=2)(=[O:12])=[O:13])=[CH:4][CH:3]=1. (3) Given the reactants Br[C:2]1[CH:7]=[CH:6][C:5]([C:8](=[C:17]2[CH2:22][C:21]([CH3:24])([CH3:23])[CH2:20][C:19]([CH3:26])([CH3:25])[CH2:18]2)[C:9]2[CH:14]=[CH:13][C:12]([OH:15])=[C:11]([Cl:16])[CH:10]=2)=[CH:4][CH:3]=1.[C:27]([O:31][CH2:32][CH3:33])(=[O:30])[CH:28]=[CH2:29].CCN(CC)CC.CN(C=O)C, predict the reaction product. The product is: [Cl:16][C:11]1[CH:10]=[C:9]([C:8](=[C:17]2[CH2:18][C:19]([CH3:26])([CH3:25])[CH2:20][C:21]([CH3:23])([CH3:24])[CH2:22]2)[C:5]2[CH:6]=[CH:7][C:2](/[CH:29]=[CH:28]/[C:27]([O:31][CH2:32][CH3:33])=[O:30])=[CH:3][CH:4]=2)[CH:14]=[CH:13][C:12]=1[OH:15]. (4) Given the reactants [CH:1]1([C:4]2[NH:8][N:7]=[C:6]([NH:9][C:10]3[CH:15]=[CH:14][N:13]=[C:12]([NH:16]CC4C=CC5N(C6CCCCO6)C=NC=5C=4)[N:11]=3)[CH:5]=2)[CH2:3][CH2:2]1.CC1C=CC(S(O)(=O)=O)=CC=1.O, predict the reaction product. The product is: [CH:1]1([C:4]2[NH:8][N:7]=[C:6]([NH:9][C:10]3[CH:15]=[CH:14][N:13]=[C:12]([NH2:16])[N:11]=3)[CH:5]=2)[CH2:3][CH2:2]1. (5) Given the reactants [C:1]([N:8]1[CH2:15][CH2:14][CH2:13][C@H:9]1[C:10]([OH:12])=O)([O:3][C:4]([CH3:7])([CH3:6])[CH3:5])=[O:2].CCN(CC)CC.[CH3:23][C:24]1[CH:25]=[C:26]([CH:28]=[C:29]([CH3:31])[CH:30]=1)[NH2:27], predict the reaction product. The product is: [CH3:23][C:24]1[CH:25]=[C:26]([NH:27][C:10]([C@@H:9]2[CH2:13][CH2:14][CH2:15][N:8]2[C:1]([O:3][C:4]([CH3:5])([CH3:6])[CH3:7])=[O:2])=[O:12])[CH:28]=[C:29]([CH3:31])[CH:30]=1. (6) Given the reactants C1(P(C2C=CC=CC=2)C2C=CC=CC=2)C=CC=CC=1.[OH:20][CH:21]1[CH2:26][CH2:25][N:24](C(OC(C)(C)C)=O)[CH2:23][CH2:22]1.N(C(OC(C)C)=O)=NC(OC(C)C)=O.[Cl:48][C:49]1[C:57](O)=[CH:56][CH:55]=[C:54]2[C:50]=1[CH:51]=[N:52][NH:53]2.Cl.O1CCOCC1, predict the reaction product. The product is: [ClH:48].[NH:24]1[CH2:23][CH2:22][CH:21]([O:20][C:57]2[C:49]([Cl:48])=[C:50]3[C:54](=[CH:55][CH:56]=2)[NH:53][N:52]=[CH:51]3)[CH2:26][CH2:25]1. (7) Given the reactants [CH3:1][C:2]1[CH:6]=[CH:5][S:4][C:3]=1[CH2:7][OH:8].[H-].[Na+].I[CH3:12], predict the reaction product. The product is: [CH3:12][O:8][CH2:7][C:3]1[S:4][CH:5]=[CH:6][C:2]=1[CH3:1].